This data is from Forward reaction prediction with 1.9M reactions from USPTO patents (1976-2016). The task is: Predict the product of the given reaction. (1) Given the reactants [N:1]1[CH:6]=[CH:5][CH:4]=[CH:3][C:2]=1[C:7]1[N:11]=[C:10]([C:12]2[CH:17]=[C:16]([OH:18])[CH:15]=[C:14]([C:19]#[N:20])[CH:13]=2)[O:9][N:8]=1.C(=O)([O-])[O-].[K+].[K+].[CH3:27][O:28][CH2:29]Cl, predict the reaction product. The product is: [N:1]1[CH:6]=[CH:5][CH:4]=[CH:3][C:2]=1[C:7]1[N:11]=[C:10]([C:12]2[CH:17]=[C:16]([O:18][CH2:27][O:28][CH3:29])[CH:15]=[C:14]([C:19]#[N:20])[CH:13]=2)[O:9][N:8]=1. (2) Given the reactants [F:1][C:2]1[C:7]([F:8])=[CH:6][CH:5]=[CH:4][C:3]=1[CH2:9][CH2:10][C:11]1[CH:16]=[C:15]([OH:17])[N:14]2[N:18]=[C:19]([C:21]([OH:23])=O)[CH:20]=[C:13]2[N:12]=1.C(C1NC=CN=1)(C1NC=CN=1)=O.[NH2:36][C:37]1[NH:41][N:40]=[N:39][N:38]=1, predict the reaction product. The product is: [NH:38]1[C:37]([NH:36][C:21]([C:19]2[CH:20]=[C:13]3[N:12]=[C:11]([CH2:10][CH2:9][C:3]4[CH:4]=[CH:5][CH:6]=[C:7]([F:8])[C:2]=4[F:1])[CH:16]=[C:15]([OH:17])[N:14]3[N:18]=2)=[O:23])=[N:41][N:40]=[N:39]1. (3) Given the reactants [Br:1][C:2]1[CH:11]=[C:10]2[C:5]([CH2:6][CH2:7][C:8](=[O:19])[N:9]2[C:12]2[CH:17]=[CH:16][CH:15]=[CH:14][C:13]=2[Cl:18])=[C:4]([C:20]2[CH:25]=[CH:24][CH:23]=[CH:22][C:21]=2[Cl:26])[N:3]=1.C1C(=O)N(Br)C(=O)C1.CC(N=NC(C#N)(C)C)(C#N)C.C1CCN2C(=NCCC2)CC1.C(=O)(O)[O-].[Na+], predict the reaction product. The product is: [Br:1][C:2]1[CH:11]=[C:10]2[C:5]([CH:6]=[CH:7][C:8](=[O:19])[N:9]2[C:12]2[CH:17]=[CH:16][CH:15]=[CH:14][C:13]=2[Cl:18])=[C:4]([C:20]2[CH:25]=[CH:24][CH:23]=[CH:22][C:21]=2[Cl:26])[N:3]=1. (4) Given the reactants C([O:3][C:4]([C:6]1[N:15]=[C:14]([NH:16][C@H:17]2[CH2:22][CH2:21][CH2:20][CH2:19][C@H:18]2[NH:23][C:24]([NH:33][C:34]([O:36][C:37]([CH3:40])([CH3:39])[CH3:38])=[O:35])=[N:25][C:26]([O:28][C:29]([CH3:32])([CH3:31])[CH3:30])=[O:27])[C:13]2[C:8](=[CH:9][CH:10]=[C:11]([CH3:41])[CH:12]=2)[N:7]=1)=[O:5])C.[OH-].[Na+].S([O-])(O)(=O)=O.[K+], predict the reaction product. The product is: [C:37]([O:36][C:34]([NH:33][C:24]([NH:23][C@@H:18]1[CH2:19][CH2:20][CH2:21][CH2:22][C@@H:17]1[NH:16][C:14]1[C:13]2[C:8](=[CH:9][CH:10]=[C:11]([CH3:41])[CH:12]=2)[N:7]=[C:6]([C:4]([OH:5])=[O:3])[N:15]=1)=[N:25][C:26]([O:28][C:29]([CH3:32])([CH3:31])[CH3:30])=[O:27])=[O:35])([CH3:38])([CH3:39])[CH3:40]. (5) Given the reactants C([O:3][C:4](=[O:20])[C:5](=[O:19])[CH2:6][C:7]([C:10]1[CH:15]=[C:14]([Br:16])[CH:13]=[CH:12][C:11]=1[O:17][CH3:18])([CH3:9])[CH3:8])C, predict the reaction product. The product is: [Br:16][C:14]1[CH:13]=[CH:12][C:11]([O:17][CH3:18])=[C:10]([C:7]([CH3:9])([CH3:8])[CH2:6][C:5](=[O:19])[C:4]([OH:20])=[O:3])[CH:15]=1. (6) Given the reactants Br[CH:2]([CH2:13][CH2:14][C:15]1[CH:20]=[CH:19][CH:18]=[CH:17][CH:16]=1)[C:3]([C:5]1[CH:10]=[CH:9][C:8]([O:11][CH3:12])=[CH:7][CH:6]=1)=O.[NH2:21][C:22]([NH2:24])=[S:23].C([O-])(=O)C.[Na+], predict the reaction product. The product is: [CH3:12][O:11][C:8]1[CH:9]=[CH:10][C:5]([C:3]2[N:21]=[C:22]([NH2:24])[S:23][C:2]=2[CH2:13][CH2:14][C:15]2[CH:20]=[CH:19][CH:18]=[CH:17][CH:16]=2)=[CH:6][CH:7]=1. (7) Given the reactants [C:1]([OH:4])(=[O:3])[CH3:2].[CH2:5](O)[CH3:6].S(=O)(=O)(O)O.[C:13](=[O:16])([O-])[O-].[Na+].[Na+].[C:19]1([CH3:25])[CH:24]=[CH:23][CH:22]=[CH:21][CH:20]=1, predict the reaction product. The product is: [CH2:5]([O:3][C:1](=[O:4])[CH2:2][C:22]1[CH:21]=[CH:20][C:13]2[O:16][CH2:25][CH2:19][C:24]=2[CH:23]=1)[CH3:6].